Task: Regression. Given two drug SMILES strings and cell line genomic features, predict the synergy score measuring deviation from expected non-interaction effect.. Dataset: NCI-60 drug combinations with 297,098 pairs across 59 cell lines (1) Drug 1: CN1C(=O)N2C=NC(=C2N=N1)C(=O)N. Drug 2: C(=O)(N)NO. Cell line: ACHN. Synergy scores: CSS=-2.82, Synergy_ZIP=2.85, Synergy_Bliss=6.17, Synergy_Loewe=-1.92, Synergy_HSA=-1.29. (2) Cell line: 786-0. Drug 2: CC(C)NC(=O)C1=CC=C(C=C1)CNNC.Cl. Synergy scores: CSS=4.00, Synergy_ZIP=0.0159, Synergy_Bliss=1.15, Synergy_Loewe=-0.282, Synergy_HSA=-0.278. Drug 1: CCC1(CC2CC(C3=C(CCN(C2)C1)C4=CC=CC=C4N3)(C5=C(C=C6C(=C5)C78CCN9C7C(C=CC9)(C(C(C8N6C)(C(=O)OC)O)OC(=O)C)CC)OC)C(=O)OC)O.OS(=O)(=O)O. (3) Drug 1: C1=CC(=CC=C1CCC2=CNC3=C2C(=O)NC(=N3)N)C(=O)NC(CCC(=O)O)C(=O)O. Drug 2: CNC(=O)C1=NC=CC(=C1)OC2=CC=C(C=C2)NC(=O)NC3=CC(=C(C=C3)Cl)C(F)(F)F. Cell line: NCI-H522. Synergy scores: CSS=23.2, Synergy_ZIP=-8.51, Synergy_Bliss=-10.5, Synergy_Loewe=-48.8, Synergy_HSA=-8.70. (4) Drug 1: CC1=CC=C(C=C1)C2=CC(=NN2C3=CC=C(C=C3)S(=O)(=O)N)C(F)(F)F. Drug 2: C1CC(C1)(C(=O)O)C(=O)O.[NH2-].[NH2-].[Pt+2]. Cell line: NCI-H226. Synergy scores: CSS=9.53, Synergy_ZIP=-6.58, Synergy_Bliss=-2.50, Synergy_Loewe=-1.52, Synergy_HSA=-1.52. (5) Drug 1: COC1=CC(=CC(=C1O)OC)C2C3C(COC3=O)C(C4=CC5=C(C=C24)OCO5)OC6C(C(C7C(O6)COC(O7)C8=CC=CS8)O)O. Drug 2: CN1C2=C(C=C(C=C2)N(CCCl)CCCl)N=C1CCCC(=O)O.Cl. Cell line: RPMI-8226. Synergy scores: CSS=62.3, Synergy_ZIP=13.8, Synergy_Bliss=15.7, Synergy_Loewe=-32.4, Synergy_HSA=13.7. (6) Synergy scores: CSS=10.1, Synergy_ZIP=-3.60, Synergy_Bliss=-0.299, Synergy_Loewe=-11.9, Synergy_HSA=0.125. Drug 2: CCC1(C2=C(COC1=O)C(=O)N3CC4=CC5=C(C=CC(=C5CN(C)C)O)N=C4C3=C2)O.Cl. Drug 1: C(=O)(N)NO. Cell line: IGROV1. (7) Drug 1: CCC(=C(C1=CC=CC=C1)C2=CC=C(C=C2)OCCN(C)C)C3=CC=CC=C3.C(C(=O)O)C(CC(=O)O)(C(=O)O)O. Drug 2: COC1=C2C(=CC3=C1OC=C3)C=CC(=O)O2. Cell line: HOP-62. Synergy scores: CSS=-5.37, Synergy_ZIP=3.55, Synergy_Bliss=1.59, Synergy_Loewe=-2.33, Synergy_HSA=-2.45. (8) Drug 1: CN(C)N=NC1=C(NC=N1)C(=O)N. Drug 2: CCN(CC)CCCC(C)NC1=C2C=C(C=CC2=NC3=C1C=CC(=C3)Cl)OC. Cell line: SK-MEL-5. Synergy scores: CSS=0.519, Synergy_ZIP=-3.51, Synergy_Bliss=-5.74, Synergy_Loewe=-40.1, Synergy_HSA=-7.57. (9) Drug 1: CC1=C(C=C(C=C1)NC(=O)C2=CC=C(C=C2)CN3CCN(CC3)C)NC4=NC=CC(=N4)C5=CN=CC=C5. Drug 2: COC1=NC(=NC2=C1N=CN2C3C(C(C(O3)CO)O)O)N. Cell line: HL-60(TB). Synergy scores: CSS=-30.3, Synergy_ZIP=6.26, Synergy_Bliss=-9.15, Synergy_Loewe=-30.0, Synergy_HSA=-29.7. (10) Drug 1: C1C(C(OC1N2C=NC3=C(N=C(N=C32)Cl)N)CO)O. Drug 2: CC1=C(C(=O)C2=C(C1=O)N3CC4C(C3(C2COC(=O)N)OC)N4)N. Cell line: KM12. Synergy scores: CSS=58.8, Synergy_ZIP=-4.78, Synergy_Bliss=-7.65, Synergy_Loewe=1.45, Synergy_HSA=2.48.